Dataset: Reaction yield outcomes from USPTO patents with 853,638 reactions. Task: Predict the reaction yield, written as a fraction of the theoretical maximum amount of product (1.0 means a 100% yield; for example, 0.34 means a 34% yield). (1) The reactants are I[C:2]1[CH:7]=[C:6]([N+:8]([O-:10])=[O:9])[CH:5]=[CH:4][C:3]=1[OH:11].N1CCC[C@H]1CO.C1(P(C2C=CC=CC=2)C2C=CC=CC=2)C=CC=CC=1.[C:38]([C:40]1[CH:45]=[CH:44][CH:43]=[CH:42][CH:41]=1)#[CH:39]. The catalyst is [Pd].O.[Cu](I)I.C(OCC)(=O)C. The product is [N+:8]([C:6]1[CH:5]=[CH:4][C:3]2[O:11][C:38]([C:40]3[CH:45]=[CH:44][CH:43]=[CH:42][CH:41]=3)=[CH:39][C:2]=2[CH:7]=1)([O-:10])=[O:9]. The yield is 0.300. (2) The reactants are C([O:8][C:9]1[N:14]=[CH:13][C:12]([C:15]2[CH:20]=[CH:19][C:18]([CH2:21][C:22]([NH:24][C:25]3[CH:30]=[CH:29][C:28]([O:31][CH2:32][CH2:33][O:34]CC4C=CC=CC=4)=[C:27]([C:42]([F:45])([F:44])[F:43])[CH:26]=3)=[O:23])=[C:17]([F:46])[CH:16]=2)=[C:11]([O:47][CH2:48][CH3:49])[CH:10]=1)C1C=CC=CC=1. The catalyst is CO.[Pd]. The product is [CH2:48]([O:47][C:11]1[C:12]([C:15]2[CH:20]=[CH:19][C:18]([CH2:21][C:22]([NH:24][C:25]3[CH:30]=[CH:29][C:28]([O:31][CH2:32][CH2:33][OH:34])=[C:27]([C:42]([F:44])([F:45])[F:43])[CH:26]=3)=[O:23])=[C:17]([F:46])[CH:16]=2)=[CH:13][NH:14][C:9](=[O:8])[CH:10]=1)[CH3:49]. The yield is 0.388. (3) The reactants are Br[C:2]1[CH:7]=[CH:6][C:5]([NH:8][N:9]2[C:17](=[O:18])[C:16]3[C:11](=[CH:12][CH:13]=[CH:14][CH:15]=3)[C:10]2=[O:19])=[CH:4][CH:3]=1.C([O-])([O-])=O.[K+].[K+].CO[CH2:28][CH2:29]OC. The catalyst is O.C1C=CC([P]([Pd]([P](C2C=CC=CC=2)(C2C=CC=CC=2)C2C=CC=CC=2)([P](C2C=CC=CC=2)(C2C=CC=CC=2)C2C=CC=CC=2)[P](C2C=CC=CC=2)(C2C=CC=CC=2)C2C=CC=CC=2)(C2C=CC=CC=2)C2C=CC=CC=2)=CC=1. The product is [CH:28]([C:2]1[CH:7]=[CH:6][C:5]([NH:8][N:9]2[C:17](=[O:18])[C:16]3[C:11](=[CH:12][CH:13]=[CH:14][CH:15]=3)[C:10]2=[O:19])=[CH:4][CH:3]=1)=[CH2:29]. The yield is 0.130.